Dataset: Retrosynthesis with 50K atom-mapped reactions and 10 reaction types from USPTO. Task: Predict the reactants needed to synthesize the given product. (1) Given the product Nc1ccc2c(c1)N(CC1CCOCC1)C(=O)CO2, predict the reactants needed to synthesize it. The reactants are: BrCC1CCOCC1.Nc1ccc2c(c1)NC(=O)CO2. (2) The reactants are: CCOC(=O)CC(=O)CCl.NC(=S)c1ccc(Cl)cc1. Given the product CCOC(=O)Cc1csc(-c2ccc(Cl)cc2)n1, predict the reactants needed to synthesize it.